The task is: Regression/Classification. Given a drug SMILES string, predict its absorption, distribution, metabolism, or excretion properties. Task type varies by dataset: regression for continuous measurements (e.g., permeability, clearance, half-life) or binary classification for categorical outcomes (e.g., BBB penetration, CYP inhibition). For this dataset (lipophilicity_astrazeneca), we predict Y.. This data is from Experimental lipophilicity measurements (octanol/water distribution) for 4,200 compounds from AstraZeneca. (1) The drug is COc1ccc2c(c1)c(CC(=O)O)c(C)n2-c1ccnc2cc(Cl)ccc12. The Y is 1.68 logD. (2) The drug is CN(C(=O)Cc1ccc(-n2cnnn2)cc1)C1CCN(Cc2ccc(C(F)(F)F)cc2)CC1. The Y is 3.00 logD.